From a dataset of Forward reaction prediction with 1.9M reactions from USPTO patents (1976-2016). Predict the product of the given reaction. (1) Given the reactants [C:1]([O:5][C:6]([NH:8][C@:9]([CH3:36])([CH2:15][CH2:16][CH2:17][C:18]1[CH:23]=[CH:22][C:21]([O:24][C:25]2[CH:30]=[CH:29][CH:28]=[C:27]([C:31]([F:34])([F:33])[F:32])[CH:26]=2)=[CH:20][C:19]=1[Cl:35])[C:10](OCC)=[O:11])=[O:7])([CH3:4])([CH3:3])[CH3:2].[BH4-].[Li+].C(O)C.C(O)(=O)CC(CC(O)=O)(C(O)=O)O, predict the reaction product. The product is: [C:1]([O:5][C:6]([NH:8][C@:9]([CH3:36])([CH2:15][CH2:16][CH2:17][C:18]1[CH:23]=[CH:22][C:21]([O:24][C:25]2[CH:30]=[CH:29][CH:28]=[C:27]([C:31]([F:32])([F:33])[F:34])[CH:26]=2)=[CH:20][C:19]=1[Cl:35])[CH2:10][OH:11])=[O:7])([CH3:4])([CH3:2])[CH3:3]. (2) Given the reactants C(OC([N:8]1[CH2:13][CH2:12][CH:11]([O:14][C:15]2[CH:20]=[C:19]([F:21])[CH:18]=[CH:17][C:16]=2[C:22]([N:24]2[CH2:38][C:27]3=[C:28]4[N:33]([N:34]=[C:26]3[CH2:25]2)[C:32]([CH3:35])=[C:31]([Cl:36])[C:30]([CH3:37])=[N:29]4)=[O:23])[CH2:10][CH2:9]1)=O)(C)(C)C.Cl, predict the reaction product. The product is: [ClH:36].[Cl:36][C:31]1[C:30]([CH3:37])=[N:29][C:28]2[N:33]([N:34]=[C:26]3[CH2:25][N:24]([C:22]([C:16]4[CH:17]=[CH:18][C:19]([F:21])=[CH:20][C:15]=4[O:14][CH:11]4[CH2:12][CH2:13][NH:8][CH2:9][CH2:10]4)=[O:23])[CH2:38][C:27]3=2)[C:32]=1[CH3:35]. (3) The product is: [CH3:1][O:2][C:3](=[O:15])[C:4]1[CH:5]=[C:6]([O:13][CH3:14])[CH:7]=[C:8]([I:34])[CH:9]=1. Given the reactants [CH3:1][O:2][C:3](=[O:15])[C:4]1[CH:9]=[C:8]([N+]([O-])=O)[CH:7]=[C:6]([O:13][CH3:14])[CH:5]=1.Cl.COC(=O)C1C=C(OC)C=C(N)C=1.N([O-])=O.[Na+].[I-:34].[K+], predict the reaction product. (4) Given the reactants [NH2:1][C:2]1[N:7]=[C:6]([N:8]2[CH2:32][CH2:31][C:11]3([CH2:15][N:14]([C:16]([O:18][CH2:19][C:20]4[CH:25]=[CH:24][CH:23]=[CH:22][CH:21]=4)=[O:17])[C@H:13]([C:26]([O:28][CH2:29][CH3:30])=[O:27])[CH2:12]3)[CH2:10][CH2:9]2)[CH:5]=[C:4]([O:33][C@H:34]([C:39]2[CH:44]=[CH:43][C:42](Br)=[CH:41][C:40]=2[N:46]2[CH:50]=[CH:49][C:48]([CH3:51])=[N:47]2)[C:35]([F:38])([F:37])[F:36])[N:3]=1.[CH3:52][C:53]1(C)C(C)(C)OB(C=C)O1, predict the reaction product. The product is: [NH2:1][C:2]1[N:7]=[C:6]([N:8]2[CH2:32][CH2:31][C:11]3([CH2:15][N:14]([C:16]([O:18][CH2:19][C:20]4[CH:25]=[CH:24][CH:23]=[CH:22][CH:21]=4)=[O:17])[C@H:13]([C:26]([O:28][CH2:29][CH3:30])=[O:27])[CH2:12]3)[CH2:10][CH2:9]2)[CH:5]=[C:4]([O:33][C@H:34]([C:39]2[CH:44]=[CH:43][C:42]([CH:52]=[CH2:53])=[CH:41][C:40]=2[N:46]2[CH:50]=[CH:49][C:48]([CH3:51])=[N:47]2)[C:35]([F:38])([F:37])[F:36])[N:3]=1. (5) Given the reactants [Br:1][C:2]1[C:3]([F:12])=[C:4]([C:8]([F:11])=[CH:9][CH:10]=1)[C:5]([OH:7])=O.C(Cl)(=O)C(Cl)=O.[CH2:19]([NH:26][CH2:27][CH2:28][OH:29])[C:20]1[CH:25]=[CH:24][CH:23]=[CH:22][CH:21]=1.C(N(CC)CC)C, predict the reaction product. The product is: [CH2:19]([N:26]([CH2:27][CH2:28][OH:29])[C:5](=[O:7])[C:4]1[C:8]([F:11])=[CH:9][CH:10]=[C:2]([Br:1])[C:3]=1[F:12])[C:20]1[CH:25]=[CH:24][CH:23]=[CH:22][CH:21]=1. (6) Given the reactants [CH:1]12[CH2:11][CH:7]([C:8](=[O:10])[CH2:9]1)[CH:6]1[CH:2]2[CH2:3][CH2:4][CH2:5]1.C[Si]([N-][Si](C)(C)C)(C)C.[Na+].[F:22][C:23]([F:42])([F:41])[S:24](N(C1C=CC=CC=1)[S:24]([C:23]([F:42])([F:41])[F:22])(=[O:26])=[O:25])(=[O:26])=[O:25], predict the reaction product. The product is: [F:22][C:23]([F:42])([F:41])[S:24]([O:10][C:8]1[CH:7]2[CH2:11][CH:1]([CH:9]=1)[CH:2]1[CH:6]2[CH2:5][CH2:4][CH2:3]1)(=[O:26])=[O:25]. (7) Given the reactants [OH:1][C@H:2]([CH2:24][N:25]([CH2:37][CH:38]([CH3:40])[CH3:39])[S:26]([C:29]1[CH:34]=[CH:33][C:32]([O:35][CH3:36])=[CH:31][CH:30]=1)(=[O:28])=[O:27])[C@@H:3]([NH:11][C:12](=[O:23])[O:13][C@H:14]1[CH2:22][C@H:17]2[O:18][CH2:19][C:20](=[O:21])[C@H:16]2[CH2:15]1)[CH2:4][C:5]1[CH:10]=[CH:9][CH:8]=[CH:7][CH:6]=1.[BH4-].[Na+].[NH4+].[Cl-], predict the reaction product. The product is: [OH:1][C@H:2]([CH2:24][N:25]([CH2:37][CH:38]([CH3:40])[CH3:39])[S:26]([C:29]1[CH:30]=[CH:31][C:32]([O:35][CH3:36])=[CH:33][CH:34]=1)(=[O:28])=[O:27])[C@@H:3]([NH:11][C:12](=[O:23])[O:13][C@H:14]1[CH2:22][C@H:17]2[O:18][CH2:19][C@@H:20]([OH:21])[C@H:16]2[CH2:15]1)[CH2:4][C:5]1[CH:6]=[CH:7][CH:8]=[CH:9][CH:10]=1.